Dataset: Forward reaction prediction with 1.9M reactions from USPTO patents (1976-2016). Task: Predict the product of the given reaction. (1) Given the reactants [C:1]([O:5][C:6]([N:8]1[CH2:13][CH2:12][CH:11]([NH:14][C:15]2[CH:20]=[CH:19][C:18]([O:21][CH2:22][CH2:23][CH2:24][CH3:25])=[CH:17][CH:16]=2)[CH2:10][CH2:9]1)=[O:7])([CH3:4])([CH3:3])[CH3:2].[CH3:26][O:27][C:28]1[CH:29]=[C:30]([C:38]2[CH:39]=[C:40]([CH:43]=[CH:44][CH:45]=2)[CH2:41]Cl)[CH:31]=[C:32]([O:36][CH3:37])[C:33]=1[O:34][CH3:35], predict the reaction product. The product is: [C:1]([O:5][C:6]([N:8]1[CH2:13][CH2:12][CH:11]([N:14]([C:15]2[CH:20]=[CH:19][C:18]([O:21][CH2:22][CH2:23][CH2:24][CH3:25])=[CH:17][CH:16]=2)[CH2:41][C:40]2[CH:43]=[CH:44][CH:45]=[C:38]([C:30]3[CH:31]=[C:32]([O:36][CH3:37])[C:33]([O:34][CH3:35])=[C:28]([O:27][CH3:26])[CH:29]=3)[CH:39]=2)[CH2:10][CH2:9]1)=[O:7])([CH3:4])([CH3:3])[CH3:2]. (2) Given the reactants [CH3:1][O:2][C:3](=[O:20])/[CH:4]=[CH:5]/[C:6]1[C:7]([C:16]([O:18][CH3:19])=[O:17])=[CH:8][C:9]2[C:14]([CH:15]=1)=[CH:13][CH:12]=[CH:11][CH:10]=2.FC(F)(F)C(O)=O.CO[CH2:30][N:31]([CH2:37][C:38]1[CH:43]=[CH:42][CH:41]=[CH:40][CH:39]=1)[CH2:32][Si](C)(C)C, predict the reaction product. The product is: [CH2:37]([N:31]1[CH2:32][C@@H:5]([C:6]2[C:7]([C:16]([O:18][CH3:19])=[O:17])=[CH:8][C:9]3[C:14](=[CH:13][CH:12]=[CH:11][CH:10]=3)[CH:15]=2)[C@H:4]([C:3]([O:2][CH3:1])=[O:20])[CH2:30]1)[C:38]1[CH:43]=[CH:42][CH:41]=[CH:40][CH:39]=1. (3) Given the reactants [F:1][C:2]1[CH:7]=[CH:6][CH:5]=[CH:4][C:3]=1[C:8]1[C:16]2[O:15][CH:14]([CH2:17]OS(C3C=CC(C)=CC=3)(=O)=O)[CH2:13][C:12]=2[CH:11]=[C:10]([C:29]2[CH:34]=[CH:33][CH:32]=[CH:31][CH:30]=2)[CH:9]=1.[CH3:35][NH2:36], predict the reaction product. The product is: [F:1][C:2]1[CH:7]=[CH:6][CH:5]=[CH:4][C:3]=1[C:8]1[C:16]2[O:15][CH:14]([CH2:17][NH:36][CH3:35])[CH2:13][C:12]=2[CH:11]=[C:10]([C:29]2[CH:34]=[CH:33][CH:32]=[CH:31][CH:30]=2)[CH:9]=1. (4) Given the reactants [Cl:1][C:2]1[CH:31]=[CH:30][C:5]([CH2:6][N:7]2[C:16](=[O:17])[C:15]3[C:10](=[N:11][CH:12]=[CH:13][N:14]=3)[N:9](CC3C=CC(OC)=CC=3OC)[C:8]2=[O:29])=[CH:4][CH:3]=1, predict the reaction product. The product is: [Cl:1][C:2]1[CH:31]=[CH:30][C:5]([CH2:6][N:7]2[C:16](=[O:17])[C:15]3[C:10](=[N:11][CH:12]=[CH:13][N:14]=3)[NH:9][C:8]2=[O:29])=[CH:4][CH:3]=1. (5) Given the reactants [F:1][C:2]1[CH:7]=[CH:6][C:5]([OH:8])=[CH:4][C:3]=1[C:9]([F:12])([F:11])[F:10].F[C:14]1[CH:21]=[CH:20][C:19]([CH:22]=[O:23])=[CH:18][C:15]=1[C:16]#[N:17].C([O-])([O-])=O.[K+].[K+], predict the reaction product. The product is: [F:1][C:2]1[CH:7]=[CH:6][C:5]([O:8][C:14]2[CH:21]=[CH:20][C:19]([CH:22]=[O:23])=[CH:18][C:15]=2[C:16]#[N:17])=[CH:4][C:3]=1[C:9]([F:10])([F:11])[F:12]. (6) Given the reactants I.[Cl:2][C:3]1[C:4]2[C:5]3[C:6](=[C:20]([CH3:23])[O:21][N:22]=3)[C:7](=[O:19])[N:8]([CH:13]3[CH2:18][CH2:17][CH2:16][NH:15][CH2:14]3)[C:9]=2[CH:10]=[CH:11][CH:12]=1.N1C=CC=CC=1CC[C:32](O)=[O:33].Cl.CN(C)[CH2:38][CH2:39][CH2:40][N:41]=[C:42]=NCC.[OH:47]N1C2N=CC=CC=2N=N1.C(N([CH2:62][CH3:63])CC)C, predict the reaction product. The product is: [Cl:2][C:3]1[C:4]2[C:5]3[C:6](=[C:20]([CH3:23])[O:21][N:22]=3)[C:7](=[O:19])[N:8]([CH:13]3[CH2:18][CH2:17][CH2:16][N:15]([C:62](=[O:47])[CH2:63][O:33][C:32]4[CH:42]=[N:41][CH:40]=[CH:39][CH:38]=4)[CH2:14]3)[C:9]=2[CH:10]=[CH:11][CH:12]=1. (7) Given the reactants [CH:1]([N:4]1[CH2:9][CH2:8][N:7]([C:10]2[CH:17]=[CH:16][C:15]([N+:18]([O-])=O)=[CH:14][C:11]=2[C:12]#[N:13])[CH2:6][CH2:5]1)([CH3:3])[CH3:2].CCO.CC1C=C2N=C3C(=NC(NC3=O)=O)N(C[C@H](O)[C@H](O)[C@H](O)CO)C2=CC=1C, predict the reaction product. The product is: [NH2:18][C:15]1[CH:16]=[CH:17][C:10]([N:7]2[CH2:8][CH2:9][N:4]([CH:1]([CH3:3])[CH3:2])[CH2:5][CH2:6]2)=[C:11]([CH:14]=1)[C:12]#[N:13].